This data is from Forward reaction prediction with 1.9M reactions from USPTO patents (1976-2016). The task is: Predict the product of the given reaction. Given the reactants BrCC(O)C.Br[CH:7]([CH3:10])[CH2:8][OH:9].[F:11][C:12]1[CH:13]=[C:14]([OH:22])[CH:15]=[C:16]([S:18]([CH3:21])(=[O:20])=[O:19])[CH:17]=1.C(=O)([O-])[O-].[K+].[K+], predict the reaction product. The product is: [F:11][C:12]1[CH:13]=[C:14]([CH:15]=[C:16]([S:18]([CH3:21])(=[O:19])=[O:20])[CH:17]=1)[O:22][CH:7]([CH3:10])[CH2:8][OH:9].